From a dataset of Full USPTO retrosynthesis dataset with 1.9M reactions from patents (1976-2016). Predict the reactants needed to synthesize the given product. (1) Given the product [CH2:33]([C@@H:2]([C@@H:3]([OH:32])[CH2:4][C@H:5]([CH2:6][C:7]1[CH:12]=[CH:11][C:10]([C:13]2[CH:14]=[N:15][CH:16]=[CH:17][CH:18]=2)=[CH:9][CH:8]=1)[NH:19][C:20](=[O:31])[C@H:21]([C:27]([CH3:30])([CH3:29])[CH3:28])[NH:22][C:23](=[O:24])[O:25][CH3:26])[NH:1][C:46](=[O:47])[C@@H:45]([NH:44][C:42](=[O:43])[O:41][CH3:40])[C:49]([CH3:52])([CH3:51])[CH3:50])[C:34]1[CH:35]=[CH:36][CH:37]=[CH:38][CH:39]=1, predict the reactants needed to synthesize it. The reactants are: [NH2:1][C@@H:2]([CH2:33][C:34]1[CH:39]=[CH:38][CH:37]=[CH:36][CH:35]=1)[C@@H:3]([OH:32])[CH2:4][C@@H:5]([NH:19][C:20](=[O:31])[C@H:21]([C:27]([CH3:30])([CH3:29])[CH3:28])[NH:22][C:23]([O:25][CH3:26])=[O:24])[CH2:6][C:7]1[CH:12]=[CH:11][C:10]([C:13]2[CH:14]=[N:15][CH:16]=[CH:17][CH:18]=2)=[CH:9][CH:8]=1.[CH3:40][O:41][C:42]([NH:44][C@@H:45]([C:49]([CH3:52])([CH3:51])[CH3:50])[C:46](O)=[O:47])=[O:43].CCOP(ON1N=NC2C=CC=CC=2C1=O)(OCC)=O.C(N(CC)C(C)C)(C)C. (2) Given the product [CH:21]1([CH2:20][N:19]([CH2:24][CH:25]2[CH2:26][CH2:27]2)[C:18]2[C:17]3[C:12](=[CH:13][CH:14]=[CH:15][CH:16]=3)[N:11]=[CH:10][C:9]=2[CH2:8][N:7]([CH2:6][C:5]2[CH:28]=[C:29]([C:31]([F:34])([F:33])[F:32])[CH:30]=[C:3]([C:2]([F:35])([F:1])[F:36])[CH:4]=2)[C:43]#[N:42])[CH2:23][CH2:22]1, predict the reactants needed to synthesize it. The reactants are: [F:1][C:2]([F:36])([F:35])[C:3]1[CH:4]=[C:5]([CH:28]=[C:29]([C:31]([F:34])([F:33])[F:32])[CH:30]=1)[CH2:6][NH:7][CH2:8][C:9]1[CH:10]=[N:11][C:12]2[C:17]([C:18]=1[N:19]([CH2:24][CH:25]1[CH2:27][CH2:26]1)[CH2:20][CH:21]1[CH2:23][CH2:22]1)=[CH:16][CH:15]=[CH:14][CH:13]=2.C(=O)([O-])O.[Na+].[N:42]#[C:43]Br.